This data is from Retrosynthesis with 50K atom-mapped reactions and 10 reaction types from USPTO. The task is: Predict the reactants needed to synthesize the given product. (1) Given the product Cc1c2n(c3c(-c4ccc(Cl)nc4)cc(F)cc13)CCNC2=O, predict the reactants needed to synthesize it. The reactants are: Cc1c2n(c3c(Br)cc(F)cc13)CCNC2=O.OB(O)c1ccc(Cl)nc1. (2) Given the product CS(=O)(=O)NCCN1C(=O)S/C(=C\c2ccc3c(cnn3Cc3ccc(Cl)cc3C(F)(F)F)c2)C1=O, predict the reactants needed to synthesize it. The reactants are: CS(=O)(=O)Cl.NCCN1C(=O)S/C(=C\c2ccc3c(cnn3Cc3ccc(Cl)cc3C(F)(F)F)c2)C1=O. (3) Given the product COC(=O)c1c(Oc2ccc(Cl)cc2[N+](=O)[O-])c2ccccc2n1Cc1ccccc1, predict the reactants needed to synthesize it. The reactants are: BrCc1ccccc1.COC(=O)c1[nH]c2ccccc2c1Oc1ccc(Cl)cc1[N+](=O)[O-]. (4) Given the product CCOC(=O)C1=Cc2cc(OC(F)(F)F)cc(C#Cc3cccnc3)c2OC1C(F)(F)F, predict the reactants needed to synthesize it. The reactants are: C#Cc1cccnc1.CCOC(=O)C1=Cc2cc(OC(F)(F)F)cc(I)c2OC1C(F)(F)F. (5) Given the product CC1(N2CCC(N3C(=O)N[C@H]4CCCC[C@@H]43)CC2)CCN(C(=O)OCCF)C1, predict the reactants needed to synthesize it. The reactants are: CC1(N2CCC(N3C(=O)N[C@H]4CCCC[C@@H]43)CC2)CCNC1.O=C(Cl)OCCF. (6) The reactants are: CNC.COc1ccc2c(OCc3nnc4ccc(-c5ccc(C(=O)Cl)s5)nn34)ccnc2c1. Given the product COc1ccc2c(OCc3nnc4ccc(-c5ccc(C(=O)N(C)C)s5)nn34)ccnc2c1, predict the reactants needed to synthesize it. (7) Given the product CC1(C)CCNC(=O)[C@H](N(Cc2ccc(CO)cc2F)S(=O)(=O)c2ccc(Cl)cc2)C1, predict the reactants needed to synthesize it. The reactants are: CC1(C)CCNC(=O)[C@H](N(Cc2ccc(C(=O)O)cc2F)S(=O)(=O)c2ccc(Cl)cc2)C1. (8) Given the product CC(=O)N1CSC2C(NC(=O)COc3ccccc3)C(=O)N2C1C(=O)O, predict the reactants needed to synthesize it. The reactants are: CC(=O)N1CSC2C(NC(=O)COc3ccccc3)C(=O)N2C1C(=O)OCc1ccccc1. (9) The reactants are: COc1cc(NC(=N)N)ccc1-n1cnc(C)c1.Cc1cc(C)n(C(C)C(=O)C2CN(C(=O)OC(C)(C)C)CCC2=O)n1. Given the product COc1cc(Nc2nc3c(c(C(C)n4nc(C)cc4C)n2)CN(C(=O)OC(C)(C)C)CC3)ccc1-n1cnc(C)c1, predict the reactants needed to synthesize it. (10) Given the product O=C(O)C1(Oc2ccc(Cc3cc([C@@]4(O)O[C@H](CO)[C@@H](O)[C@H](O)[C@H]4O)ccc3Cl)cc2)CCCC1, predict the reactants needed to synthesize it. The reactants are: COC(=O)C1(Oc2ccc(Cc3cc([C@@]4(O)O[C@H](CO)[C@@H](O)[C@H](O)[C@H]4O)ccc3Cl)cc2)CCCC1.